Dataset: Reaction yield outcomes from USPTO patents with 853,638 reactions. Task: Predict the reaction yield, written as a fraction of the theoretical maximum amount of product (1.0 means a 100% yield; for example, 0.34 means a 34% yield). (1) The reactants are Cl.Cl.[F:3][CH2:4][CH2:5][O:6][C:7]1[CH:8]=[C:9]([N:14]2[CH2:19][CH2:18][NH:17][C@@H:16]([CH3:20])[CH2:15]2)[CH:10]=[CH:11][C:12]=1[Cl:13].[NH:21]1[CH:25]=[CH:24][N:23]=[C:22]1[C:26]1[C:34]2[C:29](=[N:30][CH:31]=[CH:32][CH:33]=2)[N:28]([CH2:35][C:36](O)=[O:37])[N:27]=1.CN(C(ON1N=NC2C=CC=CC1=2)=[N+](C)C)C.F[P-](F)(F)(F)(F)F.CCN(C(C)C)C(C)C. The catalyst is CCOC(C)=O.CN(C=O)C. The product is [NH:21]1[CH:25]=[CH:24][N:23]=[C:22]1[C:26]1[C:34]2[C:29](=[N:30][CH:31]=[CH:32][CH:33]=2)[N:28]([CH2:35][C:36]([N:17]2[CH2:18][CH2:19][N:14]([C:9]3[CH:10]=[CH:11][C:12]([Cl:13])=[C:7]([O:6][CH2:5][CH2:4][F:3])[CH:8]=3)[CH2:15][C@@H:16]2[CH3:20])=[O:37])[N:27]=1. The yield is 0.130. (2) The reactants are C([O:5][C:6]([CH:8]1[CH:12]([C:13]2[CH:18]=[CH:17][CH:16]=[C:15]([Cl:19])[C:14]=2[F:20])[C:11]([C:23]2[N:28]=[CH:27][C:26]([Br:29])=[CH:25][N:24]=2)([C:21]#[N:22])[CH:10]([CH2:30][C:31]([CH3:34])([CH3:33])[CH3:32])[NH:9]1)=[O:7])(C)(C)C.[F:35][C:36]([F:41])([F:40])[C:37]([OH:39])=[O:38]. The catalyst is ClCCl. The product is [F:35][C:36]([F:41])([F:40])[C:37]([OH:39])=[O:38].[Br:29][C:26]1[CH:25]=[N:24][C:23]([C:11]2([C:21]#[N:22])[CH:10]([CH2:30][C:31]([CH3:34])([CH3:32])[CH3:33])[NH:9][CH:8]([C:6]([OH:7])=[O:5])[CH:12]2[C:13]2[CH:18]=[CH:17][CH:16]=[C:15]([Cl:19])[C:14]=2[F:20])=[N:28][CH:27]=1. The yield is 0.880. (3) The reactants are [CH:1]1([C:5]2[O:9][N:8]=[C:7]([C:10]3[C:15]([Cl:16])=[CH:14][N:13]=[CH:12][C:11]=3[Cl:17])[C:6]=2[C:18](O)=[O:19])[CH2:4][CH2:3][CH2:2]1.C(N(CC)CC)C.ClC(OC(C)C)=O.[BH4-].[Na+]. The catalyst is C1COCC1.O. The product is [CH:1]1([C:5]2[O:9][N:8]=[C:7]([C:10]3[C:11]([Cl:17])=[CH:12][N:13]=[CH:14][C:15]=3[Cl:16])[C:6]=2[CH2:18][OH:19])[CH2:2][CH2:3][CH2:4]1. The yield is 0.620.